This data is from Reaction yield outcomes from USPTO patents with 853,638 reactions. The task is: Predict the reaction yield, written as a fraction of the theoretical maximum amount of product (1.0 means a 100% yield; for example, 0.34 means a 34% yield). (1) The reactants are [OH-].[Na+].CS(C)=O.C[O:8][C:9](=[O:22])[CH:10]([S:19][CH2:20][CH3:21])[CH2:11][C:12]1[CH:17]=[CH:16][C:15]([OH:18])=[CH:14][CH:13]=1.[C:23]([O:27][C:28]([NH:30][C:31]1[CH:36]=[CH:35][C:34]([CH2:37][CH2:38]OS(C2C=CC(C)=CC=2)(=O)=O)=[CH:33][CH:32]=1)=[O:29])([CH3:26])([CH3:25])[CH3:24]. The catalyst is O.O1CCCC1. The product is [C:23]([O:27][C:28]([NH:30][C:31]1[CH:36]=[CH:35][C:34]([CH2:37][CH2:38][O:18][C:15]2[CH:16]=[CH:17][C:12]([CH2:11][CH:10]([S:19][CH2:20][CH3:21])[C:9]([OH:8])=[O:22])=[CH:13][CH:14]=2)=[CH:33][CH:32]=1)=[O:29])([CH3:26])([CH3:25])[CH3:24]. The yield is 0.340. (2) The reactants are [CH:1]1([C:7]2[C:15]3[C:10](=[N:11][C:12]([C:16]#[N:17])=[CH:13][CH:14]=3)[NH:9][CH:8]=2)[CH2:6][CH2:5][CH2:4][CH2:3][CH2:2]1.[H-].[Na+].Br[CH2:21][CH2:22][O:23][CH2:24][C:25]1[CH:30]=[CH:29][CH:28]=[CH:27][CH:26]=1.O. The catalyst is CN(C)C=O. The product is [CH2:24]([O:23][CH2:22][CH2:21][N:9]1[C:10]2=[N:11][C:12]([C:16]#[N:17])=[CH:13][CH:14]=[C:15]2[C:7]([CH:1]2[CH2:2][CH2:3][CH2:4][CH2:5][CH2:6]2)=[CH:8]1)[C:25]1[CH:30]=[CH:29][CH:28]=[CH:27][CH:26]=1. The yield is 0.900.